From a dataset of Forward reaction prediction with 1.9M reactions from USPTO patents (1976-2016). Predict the product of the given reaction. Given the reactants [N:1]([CH2:4][CH2:5][CH2:6][CH2:7][CH2:8][CH2:9][OH:10])=[N+:2]=[N-:3].[C:11](O)(=[O:15])[C:12]([CH3:14])=[CH2:13].C1(N=C=NC2CCCCC2)CCCCC1, predict the reaction product. The product is: [C:11]([O:10][CH2:9][CH2:8][CH2:7][CH2:6][CH2:5][CH2:4][N:1]=[N+:2]=[N-:3])(=[O:15])[C:12]([CH3:14])=[CH2:13].